This data is from Forward reaction prediction with 1.9M reactions from USPTO patents (1976-2016). The task is: Predict the product of the given reaction. (1) Given the reactants CC1C=C(C)N([C:8]([CH:10]2[C:23]3[CH:22]=[CH:21][CH:20]=[CH:19][C:18]=3[O:17][C:16]3[C:11]2=[CH:12][CH:13]=[CH:14][CH:15]=3)=[O:9])N=1.[CH:24]1([CH2:27][C:28]2[O:32][C:31]([NH2:33])=[N:30][N:29]=2)[CH2:26][CH2:25]1, predict the reaction product. The product is: [CH:24]1([CH2:27][C:28]2[O:32][C:31]([NH:33][C:8]([CH:10]3[C:11]4[CH:12]=[CH:13][CH:14]=[CH:15][C:16]=4[O:17][C:18]4[C:19]3=[CH:20][CH:21]=[CH:22][CH:23]=4)=[O:9])=[N:30][N:29]=2)[CH2:26][CH2:25]1. (2) Given the reactants [C:1]([NH:9][C:10]1[CH:15]=[CH:14][C:13]([C:16]2[CH:24]=[C:23]3[C:19]([CH2:20][N:21]([C@@H:26]([CH:31]([CH3:33])[CH3:32])[C:27]([O:29][CH3:30])=[O:28])[C:22]3=[O:25])=[CH:18][CH:17]=2)=[CH:12][CH:11]=1)(=[O:8])[C:2]1[CH:7]=[CH:6][CH:5]=[CH:4][CH:3]=1.NC1C=CC(C2C=C3C(CN([C@@H](C(C)C)C(OC)=O)C3=O)=CC=2)=CC=1.[Cl:59]C1C=CC(C(Cl)=O)=CC=1, predict the reaction product. The product is: [Cl:59][C:5]1[CH:4]=[CH:3][C:2]([C:1]([NH:9][C:10]2[CH:11]=[CH:12][C:13]([C:16]3[CH:24]=[C:23]4[C:19]([CH2:20][N:21]([C@@H:26]([CH:31]([CH3:33])[CH3:32])[C:27]([O:29][CH3:30])=[O:28])[C:22]4=[O:25])=[CH:18][CH:17]=3)=[CH:14][CH:15]=2)=[O:8])=[CH:7][CH:6]=1. (3) Given the reactants C(O[C:4]([C:6]1[O:10][N:9]=[C:8](/[CH:11]=[CH:12]/[C:13]2[C:14]([CH2:19][CH2:20][CH2:21][CH3:22])=[N:15][O:16][C:17]=2[CH3:18])[CH:7]=1)=[O:5])C.[CH2:23]([CH2:25][NH2:26])[OH:24].N12CCCNC1=NCCC2, predict the reaction product. The product is: [OH:24][CH2:23][CH2:25][NH:26][C:4]([C:6]1[O:10][N:9]=[C:8](/[CH:11]=[CH:12]/[C:13]2[C:14]([CH2:19][CH2:20][CH2:21][CH3:22])=[N:15][O:16][C:17]=2[CH3:18])[CH:7]=1)=[O:5]. (4) Given the reactants [CH2:1]([O:3][C:4](=[O:8])[C:5](Cl)=[O:6])[CH3:2].[CH:9]([NH:12][C:13]1[C:18]([C:19]([NH:21][NH2:22])=[O:20])=[CH:17][N:16]=[C:15]([C:23]2[CH:28]=[CH:27][CH:26]=[C:25]([C:29]3[CH:30]=[N:31][N:32]([CH3:34])[CH:33]=3)[CH:24]=2)[N:14]=1)([CH3:11])[CH3:10], predict the reaction product. The product is: [CH2:1]([O:3][C:4](=[O:8])[C:5]([NH:22][NH:21][C:19]([C:18]1[C:13]([NH:12][CH:9]([CH3:11])[CH3:10])=[N:14][C:15]([C:23]2[CH:28]=[CH:27][CH:26]=[C:25]([C:29]3[CH:30]=[N:31][N:32]([CH3:34])[CH:33]=3)[CH:24]=2)=[N:16][CH:17]=1)=[O:20])=[O:6])[CH3:2]. (5) Given the reactants [Na].Cl[C:3]1[C:12]2[C:7](=[CH:8][C:9]([F:13])=[CH:10][CH:11]=2)[CH:6]=[C:5]([Cl:14])[N:4]=1.[CH3:15][OH:16], predict the reaction product. The product is: [Cl:14][C:5]1[N:4]=[C:3]([O:16][CH3:15])[C:12]2[C:7]([CH:6]=1)=[CH:8][C:9]([F:13])=[CH:10][CH:11]=2. (6) Given the reactants [F:1][C:2]1[CH:7]=[CH:6][C:5]([C:8](=[O:10])[CH3:9])=[C:4]([OH:11])[CH:3]=1.O=[C:13]1[CH2:18][CH2:17][N:16]([C:19]([O:21][C:22]([CH3:25])([CH3:24])[CH3:23])=[O:20])[CH2:15][CH2:14]1.N1CCCC1, predict the reaction product. The product is: [F:1][C:2]1[CH:3]=[C:4]2[C:5]([C:8](=[O:10])[CH2:9][C:13]3([O:11]2)[CH2:18][CH2:17][N:16]([C:19]([O:21][C:22]([CH3:25])([CH3:24])[CH3:23])=[O:20])[CH2:15][CH2:14]3)=[CH:6][CH:7]=1. (7) Given the reactants [C:1]([O:5][C:6](=[O:42])[CH2:7][C@H:8]1[CH2:13][C@@H:12]([CH2:14][CH2:15][C:16]2[N:17]([CH:37]([CH3:39])[CH3:38])[C:18]([C:34](=[O:36])[NH2:35])=[C:19]([C:28]3[CH:33]=[CH:32][CH:31]=[CH:30][CH:29]=3)[C:20]=2[C:21]2[CH:26]=[CH:25][C:24]([F:27])=[CH:23][CH:22]=2)[O:11]C(C)(C)[O:9]1)([CH3:4])([CH3:3])[CH3:2], predict the reaction product. The product is: [C:1]([O:5][C:6](=[O:42])[CH2:7][C@H:8]([OH:9])[CH2:13][C@H:12]([OH:11])[CH2:14][CH2:15][C:16]1[N:17]([CH:37]([CH3:38])[CH3:39])[C:18]([C:34](=[O:36])[NH2:35])=[C:19]([C:28]2[CH:29]=[CH:30][CH:31]=[CH:32][CH:33]=2)[C:20]=1[C:21]1[CH:22]=[CH:23][C:24]([F:27])=[CH:25][CH:26]=1)([CH3:2])([CH3:4])[CH3:3]. (8) Given the reactants [CH3:1][CH:2]([OH:5])[CH:3]=[CH2:4].N1C=CN=C1.[CH3:11][C:12]([Si:15](Cl)([CH3:17])[CH3:16])([CH3:14])[CH3:13], predict the reaction product. The product is: [C:12]([Si:15]([CH3:17])([CH3:16])[O:5][CH:2]([CH3:1])[CH:3]=[CH2:4])([CH3:14])([CH3:13])[CH3:11]. (9) Given the reactants C[O:2][C:3]1[CH:4]=[C:5]([CH:9]2[CH2:15][CH2:14][CH2:13][CH2:12][N:11]([CH3:16])[C:10]2=[O:17])[CH:6]=[CH:7][CH:8]=1, predict the reaction product. The product is: [OH:2][C:3]1[CH:4]=[C:5]([CH:9]2[CH2:15][CH2:14][CH2:13][CH2:12][N:11]([CH3:16])[C:10]2=[O:17])[CH:6]=[CH:7][CH:8]=1.